From a dataset of Reaction yield outcomes from USPTO patents with 853,638 reactions. Predict the reaction yield, written as a fraction of the theoretical maximum amount of product (1.0 means a 100% yield; for example, 0.34 means a 34% yield). The reactants are [F:1][C:2]1[CH:7]=[CH:6][C:5](/[C:8](/[CH2:19][N:20]2[CH:24]=[CH:23][N:22]=[CH:21]2)=[CH:9]\[C:10]2[CH:11]=[C:12]([CH:16]=[CH:17][CH:18]=2)[C:13](O)=[O:14])=[CH:4][CH:3]=1.[CH2:25](Cl)[CH2:26]Cl.C1C=CC2N([OH:38])N=NC=2C=1.COC(=O)[C@](C)(C[CH2:45][S:46]C)N.C[N:51]1C[CH2:55][O:54][CH2:53][CH2:52]1. The product is [F:1][C:2]1[CH:3]=[CH:4][C:5](/[C:8](/[CH2:19][N:20]2[CH:24]=[CH:23][N:22]=[CH:21]2)=[CH:9]\[C:10]2[CH:11]=[C:12]([CH:16]=[CH:17][CH:18]=2)[C:13]([NH:51][C@:52]([S:46][CH3:45])([CH2:25][CH3:26])[C:53]([O:54][CH3:55])=[O:38])=[O:14])=[CH:6][CH:7]=1. The catalyst is ClCCl. The yield is 0.500.